Dataset: Full USPTO retrosynthesis dataset with 1.9M reactions from patents (1976-2016). Task: Predict the reactants needed to synthesize the given product. The reactants are: [NH2:1][C:2]1[CH:3]=[C:4](/[CH:24]=[C:25]2/[C:26]([NH:31][CH3:32])=[N:27][C:28](=[O:30])[S:29]/2)[CH:5]=[CH:6][C:7]=1[O:8][CH2:9][C:10]1[CH:15]=[CH:14][C:13]([C:16]([F:19])([F:18])[F:17])=[CH:12][C:11]=1[C:20]([F:23])([F:22])[F:21].[CH3:33][C:34]([CH3:36])=O.C([BH3-])#N.[Na+]. Given the product [F:23][C:20]([F:21])([F:22])[C:11]1[CH:12]=[C:13]([C:16]([F:17])([F:18])[F:19])[CH:14]=[CH:15][C:10]=1[CH2:9][O:8][C:7]1[CH:6]=[CH:5][C:4](/[CH:24]=[C:25]2/[C:26]([NH:31][CH3:32])=[N:27][C:28](=[O:30])[S:29]/2)=[CH:3][C:2]=1[NH:1][CH:34]([CH3:36])[CH3:33], predict the reactants needed to synthesize it.